Dataset: Full USPTO retrosynthesis dataset with 1.9M reactions from patents (1976-2016). Task: Predict the reactants needed to synthesize the given product. (1) Given the product [CH:5]1[C:6]([CH2:7][CH2:8][C:9]2[C:13]3[C:14]([NH:16][C:17]([NH2:19])=[N:18][C:12]=3[NH:11][CH:10]=2)=[O:15])=[CH:1][CH:2]=[C:3]([C:20]([NH:22][C@@H:23]([C:29]([O-:31])=[O:30])[CH2:24][CH2:25][C:26]([O-:28])=[O:27])=[O:21])[CH:4]=1.[Na+:39].[Na+:39], predict the reactants needed to synthesize it. The reactants are: [CH:1]1[C:6]([CH2:7][CH2:8][C:9]2[C:13]3[C:14]([N:16]=[C:17]([NH2:19])[NH:18][C:12]=3[NH:11][CH:10]=2)=[O:15])=[CH:5][CH:4]=[C:3]([C:20]([NH:22][C@H:23]([C:29]([O-:31])=[O:30])[CH2:24][CH2:25][C:26]([O-:28])=[O:27])=[O:21])[CH:2]=1.O.O.O.O.O.O.O.[Na+:39].[Na+]. (2) Given the product [CH3:43][O:42][C:35]1[CH:34]=[C:33]([C:31]([C:24]2[N:25]3[CH:30]=[CH:29][CH:28]=[CH:27][C:26]3=[C:22]([C:6]3[CH:7]=[CH:8][C:3]([O:2][CH3:1])=[CH:4][CH:5]=3)[N:23]=2)=[O:32])[CH:38]=[CH:37][C:36]=1[N+:39]([O-:41])=[O:40], predict the reactants needed to synthesize it. The reactants are: [CH3:1][O:2][C:3]1[CH:8]=[CH:7][C:6](B(O)O)=[CH:5][CH:4]=1.[O-]P([O-])([O-])=O.[K+].[K+].[K+].O.Br[C:22]1[N:23]=[C:24]([C:31]([C:33]2[CH:38]=[CH:37][C:36]([N+:39]([O-:41])=[O:40])=[C:35]([O:42][CH3:43])[CH:34]=2)=[O:32])[N:25]2[CH:30]=[CH:29][CH:28]=[CH:27][C:26]=12. (3) Given the product [CH2:1]([O:8][C:9]1[CH:26]=[CH:25][C:12]([CH2:13][C:14]2[NH:18][C:17]3[CH:19]=[CH:20][C:21]([CH2:23][NH:28][CH2:29][C:30]([O:32][C:33]([CH3:36])([CH3:35])[CH3:34])=[O:31])=[CH:22][C:16]=3[N:15]=2)=[CH:11][CH:10]=1)[CH2:2][CH2:3][CH2:4][CH2:5][CH2:6][CH3:7], predict the reactants needed to synthesize it. The reactants are: [CH2:1]([O:8][C:9]1[CH:26]=[CH:25][C:12]([CH2:13][C:14]2[NH:18][C:17]3[CH:19]=[CH:20][C:21]([CH:23]=O)=[CH:22][C:16]=3[N:15]=2)=[CH:11][CH:10]=1)[CH2:2][CH2:3][CH2:4][CH2:5][CH2:6][CH3:7].Cl.[NH2:28][CH2:29][C:30]([O:32][C:33]([CH3:36])([CH3:35])[CH3:34])=[O:31].[Na].